This data is from Full USPTO retrosynthesis dataset with 1.9M reactions from patents (1976-2016). The task is: Predict the reactants needed to synthesize the given product. Given the product [OH:8][C:9]1[CH:10]=[CH:11][C:12]([N:15]2[C:19]3=[N:20][CH:21]=[CH:22][CH:23]=[C:18]3[N:17]([CH:24]([CH3:25])[CH3:26])[C:16]2=[O:27])=[CH:13][CH:14]=1, predict the reactants needed to synthesize it. The reactants are: C([O:8][C:9]1[CH:14]=[CH:13][C:12]([N:15]2[C:19]3=[N:20][CH:21]=[CH:22][CH:23]=[C:18]3[N:17]([CH:24]([CH3:26])[CH3:25])[C:16]2=[O:27])=[CH:11][CH:10]=1)C1C=CC=CC=1.